The task is: Predict the reactants needed to synthesize the given product.. This data is from Full USPTO retrosynthesis dataset with 1.9M reactions from patents (1976-2016). (1) Given the product [NH2:2][C:1]([C:3]1[CH:4]=[C:5]([B:9]([OH:11])[OH:10])[CH:6]=[CH:7][CH:8]=1)=[O:12], predict the reactants needed to synthesize it. The reactants are: [C:1]([C:3]1[CH:4]=[C:5]([B:9]([OH:11])[OH:10])[CH:6]=[CH:7][CH:8]=1)#[N:2].[OH-:12].[K+].Cl. (2) Given the product [C:9]([NH:2][CH2:3][CH2:4][N:5]([CH3:32])[CH2:6][CH2:7][NH:8][C:9](=[O:31])[CH2:10][CH2:11]/[CH:12]=[CH:13]\[CH2:14]/[CH:15]=[CH:16]\[CH2:17]/[CH:18]=[CH:19]\[CH2:20]/[CH:21]=[CH:22]\[CH2:23]/[CH:24]=[CH:25]\[CH2:26]/[CH:27]=[CH:28]\[CH2:29][CH3:30])(=[O:31])[CH2:10][CH2:11][CH2:12]/[CH:13]=[CH:14]\[CH2:15]/[CH:16]=[CH:17]\[CH2:18]/[CH:19]=[CH:20]\[CH2:65]/[CH:63]=[CH:64]\[CH2:46]/[CH:45]=[CH:44]\[CH2:43][CH3:42], predict the reactants needed to synthesize it. The reactants are: Cl.[NH2:2][CH2:3][CH2:4][N:5]([CH3:32])[CH2:6][CH2:7][NH:8][C:9](=[O:31])[CH2:10][CH2:11]/[CH:12]=[CH:13]\[CH2:14]/[CH:15]=[CH:16]\[CH2:17]/[CH:18]=[CH:19]\[CH2:20]/[CH:21]=[CH:22]\[CH2:23]/[CH:24]=[CH:25]\[CH2:26]/[CH:27]=[CH:28]\[CH2:29][CH3:30].CN(C(ON1N=N[C:43]2[CH:44]=[CH:45][CH:46]=N[C:42]1=2)=[N+](C)C)C.F[P-](F)(F)(F)(F)F.CCN([CH:63]([CH3:65])[CH3:64])C(C)C. (3) Given the product [C:1]([O:8][CH2:12][CH:9]1[CH2:11][CH2:10]1)(=[O:7])[CH2:2][CH2:3][CH2:4][CH2:5][CH3:6], predict the reactants needed to synthesize it. The reactants are: [C:1]([OH:8])(=[O:7])[CH2:2][CH2:3][CH2:4][CH2:5][CH3:6].[CH:9]1([CH2:12]O)[CH2:11][CH2:10]1. (4) Given the product [CH2:32]([O:31][C:29](=[O:30])[CH:28]([NH:34][C:43]([C:40]1[CH:39]=[CH:38][C:37]([CH3:36])=[CH:42][N:41]=1)=[O:44])[C:27]([O:26][CH2:24][CH3:25])=[O:35])[CH3:33], predict the reactants needed to synthesize it. The reactants are: Cl.C(N=C=NCCCN(C)C)C.ON1C2C=CC=CC=2N=N1.Cl.[CH2:24]([O:26][C:27](=[O:35])[CH:28]([NH2:34])[C:29]([O:31][CH2:32][CH3:33])=[O:30])[CH3:25].[CH3:36][C:37]1[CH:38]=[CH:39][C:40]([C:43](O)=[O:44])=[N:41][CH:42]=1. (5) Given the product [N:3]1[CH:4]=[CH:5][CH:6]=[CH:7][C:2]=1[C:22]([C:20]1[CH:19]=[CH:18][CH:17]=[C:16]2[C:21]=1[N:12]=[CH:13][CH:14]=[CH:15]2)([C:24]1[N:28]([C:29]([C:36]2[CH:41]=[CH:40][CH:39]=[CH:38][CH:37]=2)([C:42]2[CH:47]=[CH:46][CH:45]=[CH:44][CH:43]=2)[C:30]2[CH:31]=[CH:32][CH:33]=[CH:34][CH:35]=2)[CH:27]=[N:26][CH:25]=1)[OH:23], predict the reactants needed to synthesize it. The reactants are: I[C:2]1[CH:7]=[CH:6][CH:5]=[CH:4][N:3]=1.C([Mg]Br)C.[N:12]1[C:21]2[C:16](=[CH:17][CH:18]=[CH:19][C:20]=2[C:22]([C:24]2[N:28]([C:29]([C:42]3[CH:47]=[CH:46][CH:45]=[CH:44][CH:43]=3)([C:36]3[CH:41]=[CH:40][CH:39]=[CH:38][CH:37]=3)[C:30]3[CH:35]=[CH:34][CH:33]=[CH:32][CH:31]=3)[CH:27]=[N:26][CH:25]=2)=[O:23])[CH:15]=[CH:14][CH:13]=1. (6) Given the product [O:38]1[C:39]2[CH:40]=[CH:41][C:32]([C:9]3[C:10]([CH:19]([OH:23])[C:20]([O:22][CH3:1])=[O:21])=[C:11]4[C:16](=[CH:17][CH:18]=3)[N:15]=[CH:14][CH:13]=[CH:12]4)=[CH:33][C:34]=2[CH2:35][CH2:36][CH2:37]1, predict the reactants needed to synthesize it. The reactants are: [C:1](=O)([O-])[O-].[Na+].[Na+].O.Br[C:9]1[C:10]([CH:19]([OH:23])[C:20]([O-:22])=[O:21])=[C:11]2[C:16](=[CH:17][CH:18]=1)[N:15]=[CH:14][CH:13]=[CH:12]2.CC1(C)C(C)(C)OB([C:32]2[CH:33]=[C:34]3[C:39](=[CH:40][CH:41]=2)[O:38][CH2:37][CH2:36][CH2:35]3)O1. (7) Given the product [Cl:1][C:2]1[C:3]([C:13]([NH2:15])=[O:14])=[N:4][C:5]([CH:9]([CH3:11])[CH3:10])=[C:6]([Cl:8])[N:7]=1, predict the reactants needed to synthesize it. The reactants are: [Cl:1][C:2]1[C:3]([C:13]([NH2:15])=[O:14])=[N:4][C:5]([C:9](O)([CH3:11])[CH3:10])=[C:6]([Cl:8])[N:7]=1.N1C=CC=CC=1.S(Cl)(C)(=O)=O.[H][H].